Task: Predict the reactants needed to synthesize the given product.. Dataset: Full USPTO retrosynthesis dataset with 1.9M reactions from patents (1976-2016) (1) Given the product [CH2:1]([O:4][CH2:5][CH2:6][CH2:7][CH2:8][O:10][C:11]1[CH:19]=[CH:18][C:14]([C:15]([OH:17])=[O:16])=[CH:13][CH:12]=1)[CH:2]=[CH2:3], predict the reactants needed to synthesize it. The reactants are: [CH2:1]([O:4][CH2:5][CH2:6][CH2:7][CH2:8]Cl)[CH:2]=[CH2:3].[OH:10][C:11]1[CH:19]=[CH:18][C:14]([C:15]([OH:17])=[O:16])=[CH:13][CH:12]=1.C(=O)([O-])[O-].[K+].[K+].CN(C)C=O. (2) Given the product [F:21][C:22]1[CH:27]=[C:26]([I:28])[CH:25]=[CH:24][C:23]=1[NH:29][C:30](=[O:56])[C@@H:31]([N:37]1[C:38](=[O:55])[C@@H:39]([C:40]2[CH:41]=[CH:42][C:43]([O:46][CH2:47][CH2:48][O:49][C:50]([CH3:53])([CH3:52])[CH3:51])=[CH:44][CH:45]=2)[NH:54][C:2]1=[O:1])[CH2:32][C:33]([CH3:36])([CH3:35])[CH3:34], predict the reactants needed to synthesize it. The reactants are: [O:1]=[C:2](Cl)OC(Cl)(Cl)Cl.C1(C)C=CC=CC=1.O1CCCC1.[F:21][C:22]1[CH:27]=[C:26]([I:28])[CH:25]=[CH:24][C:23]=1[NH:29][C:30](=[O:56])[C@@H:31]([NH:37][C:38](=[O:55])[C@H:39]([NH2:54])[C:40]1[CH:45]=[CH:44][C:43]([O:46][CH2:47][CH2:48][O:49][C:50]([CH3:53])([CH3:52])[CH3:51])=[CH:42][CH:41]=1)[CH2:32][C:33]([CH3:36])([CH3:35])[CH3:34].C(N(CC)C(C)C)(C)C. (3) Given the product [F:1][C:2]1[CH:7]=[CH:6][C:5]([CH:8]([CH3:12])[C:9]([Cl:16])=[O:10])=[CH:4][CH:3]=1, predict the reactants needed to synthesize it. The reactants are: [F:1][C:2]1[CH:7]=[CH:6][C:5]([CH:8]([CH3:12])[C:9](O)=[O:10])=[CH:4][CH:3]=1.C(Cl)(=O)C([Cl:16])=O.CN(C=O)C. (4) Given the product [CH2:7]([O:9][C:10]1[C:11]([F:20])=[C:12]2[C:18]([NH:19][C:4]([CH:1]3[CH2:3][CH2:2]3)=[O:5])=[CH:17][NH:16][C:13]2=[N:14][CH:15]=1)[CH3:8], predict the reactants needed to synthesize it. The reactants are: [CH:1]1([C:4](Cl)=[O:5])[CH2:3][CH2:2]1.[CH2:7]([O:9][C:10]1[C:11]([F:20])=[C:12]2[C:18]([NH2:19])=[CH:17][NH:16][C:13]2=[N:14][CH:15]=1)[CH3:8]. (5) Given the product [Cl:8][C:6]1[N:5]=[N:4][C:3]([C:9]([O:11][CH2:12][CH3:13])=[O:10])=[C:2]([NH:23][C:21]2[CH:20]=[CH:19][CH:18]=[C:17]([CH2:14][CH2:15][CH3:16])[N:22]=2)[CH:7]=1, predict the reactants needed to synthesize it. The reactants are: Cl[C:2]1[CH:7]=[C:6]([Cl:8])[N:5]=[N:4][C:3]=1[C:9]([O:11][CH2:12][CH3:13])=[O:10].[CH2:14]([C:17]1[N:22]=[C:21]([NH2:23])[CH:20]=[CH:19][CH:18]=1)[CH2:15][CH3:16].CC(C)=O. (6) Given the product [C:37]([C:41]1[CH:42]=[CH:43][C:44]([C:45]([NH:1][C:2]2[CH:7]=[CH:6][CH:5]=[C:4]([C:8]3[CH:13]=[CH:12][N:11]=[C:10]([NH:14][C:15]4[CH:16]=[CH:17][C:18]([C:21]([N:23]5[CH2:24][CH2:25][O:26][CH2:27][CH2:28]5)=[O:22])=[CH:19][CH:20]=4)[N:9]=3)[C:3]=2[CH3:29])=[O:46])=[CH:48][CH:49]=1)([CH3:40])([CH3:38])[CH3:39], predict the reactants needed to synthesize it. The reactants are: [NH2:1][C:2]1[C:3]([CH3:29])=[C:4]([C:8]2[CH:13]=[CH:12][N:11]=[C:10]([NH:14][C:15]3[CH:20]=[CH:19][C:18]([C:21]([N:23]4[CH2:28][CH2:27][O:26][CH2:25][CH2:24]4)=[O:22])=[CH:17][CH:16]=3)[N:9]=2)[CH:5]=[CH:6][CH:7]=1.C(N(CC)CC)C.[C:37]([C:41]1[CH:49]=[CH:48][C:44]([C:45](Cl)=[O:46])=[CH:43][CH:42]=1)([CH3:40])([CH3:39])[CH3:38].O. (7) Given the product [Cl:1][C:2]1[CH:7]=[CH:6][C:5]([C:8]2[S:12][C:11]([CH3:13])=[C:10]([C:14]3[C:15](=[O:21])[CH:16]([CH2:31][CH:32]4[CH2:36][CH2:35][O:34][CH2:33]4)[CH2:17][C:18]=3[O:19][CH3:20])[CH:9]=2)=[CH:4][CH:3]=1, predict the reactants needed to synthesize it. The reactants are: [Cl:1][C:2]1[CH:7]=[CH:6][C:5]([C:8]2[S:12][C:11]([CH3:13])=[C:10]([C:14]3[C:15](=[O:21])[CH2:16][CH2:17][C:18]=3[O:19][CH3:20])[CH:9]=2)=[CH:4][CH:3]=1.C([N-]C(C)C)(C)C.[Li+].I[CH2:31][CH:32]1[CH2:36][CH2:35][O:34][CH2:33]1.